This data is from Full USPTO retrosynthesis dataset with 1.9M reactions from patents (1976-2016). The task is: Predict the reactants needed to synthesize the given product. (1) Given the product [Cl:7][C:8]([C:9]([O:11][CH2:12][CH3:13])=[O:10])=[CH:2][O-:4].[K+:6], predict the reactants needed to synthesize it. The reactants are: C[C:2](C)([O-:4])C.[K+:6].[Cl:7][CH2:8][C:9]([O:11][CH2:12][CH3:13])=[O:10].C(OCC)=O. (2) Given the product [C:1]([C:5]1[CH:6]=[CH:7][C:8](/[CH:11]=[CH:12]/[C:13]([NH:15][C:16]2[CH:24]=[C:23]3[C:19]([CH:20]=[CH:21][N:22]3[CH2:25][CH2:26][OH:27])=[CH:18][CH:17]=2)=[O:14])=[CH:9][CH:10]=1)([CH3:4])([CH3:2])[CH3:3], predict the reactants needed to synthesize it. The reactants are: [C:1]([C:5]1[CH:10]=[CH:9][C:8](/[CH:11]=[CH:12]/[C:13]([NH:15][C:16]2[CH:24]=[C:23]3[C:19]([CH:20]=[CH:21][N:22]3[CH2:25][CH2:26][O:27][Si](C)(C)C(C)(C)C)=[CH:18][CH:17]=2)=[O:14])=[CH:7][CH:6]=1)([CH3:4])([CH3:3])[CH3:2].C(C1C=CC(/C=C/C(O)=O)=CC=1)(C)(C)C.C[Si](C)(OCCN1C2C(=CC=C(N)C=2)C=C1)C(C)(C)C.